The task is: Predict the product of the given reaction.. This data is from Forward reaction prediction with 1.9M reactions from USPTO patents (1976-2016). (1) Given the reactants Br[C:2]1[CH:7]=[C:6]([O:8][CH:9]2[CH2:12][C:11]([F:14])([F:13])[CH2:10]2)[CH:5]=[CH:4][N:3]=1.[Cl-].[C:16]([O:20][C:21](=[O:24])[CH2:22][Zn+])([CH3:19])([CH3:18])[CH3:17].CCOCC, predict the reaction product. The product is: [F:13][C:11]1([F:14])[CH2:12][CH:9]([O:8][C:6]2[CH:5]=[CH:4][N:3]=[C:2]([CH2:22][C:21]([O:20][C:16]([CH3:19])([CH3:18])[CH3:17])=[O:24])[CH:7]=2)[CH2:10]1. (2) Given the reactants [F:1][C:2]([F:13])([F:12])C1C=C2C(C=CN2)=CC=1.C(O[C:18]1[CH:19]=[C:20]2[C:24](=[CH:25][CH:26]=1)[N:23]([C:27]([NH2:29])=[O:28])[CH:22]=[C:21]2[N:30]=[C:31]=[O:32])C=C, predict the reaction product. The product is: [F:1][C:2]([F:13])([F:12])[C:26]1[CH:25]=[C:24]2[C:20]([C:21]([N:30]=[C:31]=[O:32])=[CH:22][N:23]2[C:27]([NH2:29])=[O:28])=[CH:19][CH:18]=1.